This data is from Forward reaction prediction with 1.9M reactions from USPTO patents (1976-2016). The task is: Predict the product of the given reaction. Given the reactants [CH2:1]([C:5]1[CH:10]=[CH:9][C:8]([C:11]([N:13]2[CH2:18][CH2:17][CH:16]([N:19]3[C:23]4[CH:24]=[CH:25][CH:26]=[CH:27][C:22]=4[N:21]=[C:20]3S(C)(=O)=O)[CH2:15][CH2:14]2)=[O:12])=[CH:7][CH:6]=1)[CH2:2][CH2:3][CH3:4], predict the reaction product. The product is: [CH2:1]([C:5]1[CH:10]=[CH:9][C:8]([C:11]([N:13]2[CH2:18][CH2:17][CH:16]([N:19]3[C:23]4[CH:24]=[CH:25][CH:26]=[CH:27][C:22]=4[N:21]=[C:20]3[NH:13][CH2:11][CH2:8][CH2:7][CH2:6][CH2:5][CH3:1])[CH2:15][CH2:14]2)=[O:12])=[CH:7][CH:6]=1)[CH2:2][CH2:3][CH3:4].